This data is from Peptide-MHC class I binding affinity with 185,985 pairs from IEDB/IMGT. The task is: Regression. Given a peptide amino acid sequence and an MHC pseudo amino acid sequence, predict their binding affinity value. This is MHC class I binding data. (1) The peptide sequence is ILLRKGHVF. The MHC is HLA-B27:05 with pseudo-sequence HLA-B27:05. The binding affinity (normalized) is 0.0847. (2) The peptide sequence is FYLPNIVDY. The MHC is HLA-B57:01 with pseudo-sequence HLA-B57:01. The binding affinity (normalized) is 0.0847. (3) The peptide sequence is LFSDLANS. The MHC is H-2-Kb with pseudo-sequence H-2-Kb. The binding affinity (normalized) is 0. (4) The peptide sequence is SELPDFACS. The MHC is HLA-B40:02 with pseudo-sequence HLA-B40:02. The binding affinity (normalized) is 0.0923. (5) The peptide sequence is FSFPQITLW. The MHC is HLA-B45:01 with pseudo-sequence HLA-B45:01. The binding affinity (normalized) is 0.0682. (6) The peptide sequence is KNSKFKNFRVY. The MHC is Mamu-B08 with pseudo-sequence Mamu-B08. The binding affinity (normalized) is 0.